This data is from Reaction yield outcomes from USPTO patents with 853,638 reactions. The task is: Predict the reaction yield, written as a fraction of the theoretical maximum amount of product (1.0 means a 100% yield; for example, 0.34 means a 34% yield). The reactants are [Cl:1][C:2]1[CH:10]=[CH:9][C:8]([N+:11]([O-:13])=[O:12])=[CH:7][C:3]=1[C:4](Cl)=[O:5].C1COCC1.[CH2:19]([NH2:21])[CH3:20]. The catalyst is ClCCl. The product is [CH2:19]([NH:21][C:4](=[O:5])[C:3]1[CH:7]=[C:8]([N+:11]([O-:13])=[O:12])[CH:9]=[CH:10][C:2]=1[Cl:1])[CH3:20]. The yield is 0.860.